Dataset: Forward reaction prediction with 1.9M reactions from USPTO patents (1976-2016). Task: Predict the product of the given reaction. (1) Given the reactants [F:1][C:2]([F:11])([F:10])[C:3]1[CH:8]=[CH:7][C:6]([SH:9])=[CH:5][CH:4]=1.C([O-])([O-])=O.[K+].[K+].[CH3:18][O:19][C:20](=[O:38])[CH2:21][C:22]1[C:23]([CH3:37])=[N:24][N:25]([CH2:28][C:29]2[CH:34]=[CH:33][C:32]([CH2:35]Cl)=[CH:31][CH:30]=2)[C:26]=1[CH3:27].C(OCC)(=O)C, predict the reaction product. The product is: [CH3:18][O:19][C:20](=[O:38])[CH2:21][C:22]1[C:23]([CH3:37])=[N:24][N:25]([CH2:28][C:29]2[CH:30]=[CH:31][C:32]([CH2:35][S:9][C:6]3[CH:5]=[CH:4][C:3]([C:2]([F:1])([F:10])[F:11])=[CH:8][CH:7]=3)=[CH:33][CH:34]=2)[C:26]=1[CH3:27]. (2) Given the reactants [CH3:1][C@@H:2]1[NH:7][CH2:6][CH2:5][N:4]([C:8]2[CH:13]=[CH:12][C:11]([O:14][CH2:15][CH2:16][CH2:17][N:18]3[CH2:23][CH2:22][CH2:21][CH2:20][CH2:19]3)=[CH:10][CH:9]=2)[CH2:3]1.[C:24]([C:26]1[CH:34]=[CH:33][C:29]([C:30](O)=[O:31])=[CH:28][CH:27]=1)#[N:25], predict the reaction product. The product is: [CH3:1][C@H:2]1[CH2:3][N:4]([C:8]2[CH:9]=[CH:10][C:11]([O:14][CH2:15][CH2:16][CH2:17][N:18]3[CH2:23][CH2:22][CH2:21][CH2:20][CH2:19]3)=[CH:12][CH:13]=2)[CH2:5][CH2:6][N:7]1[C:30]([C:29]1[CH:33]=[CH:34][C:26]([C:24]#[N:25])=[CH:27][CH:28]=1)=[O:31]. (3) Given the reactants [Cl:1][C:2]1[CH:9]=[C:8]([C:10]2[C:11]([CH3:28])=[N:12][N:13]([CH2:16][C:17]3[CH:27]=[CH:26][C:20]4[C:21](=[O:25])[O:22][C:23](=O)[C:19]=4[CH:18]=3)[C:14]=2[CH3:15])[CH:7]=[CH:6][C:3]=1[C:4]#[N:5].ClC1C=C(C2C(C)=[N:40][N:41](CC3C=C(C(O)=O)C(=CC=3)C(O)=O)C=2C)C=CC=1C#N.O.NN.C(O)(=O)C, predict the reaction product. The product is: [Cl:1][C:2]1[CH:9]=[C:8]([C:10]2[C:11]([CH3:28])=[N:12][N:13]([CH2:16][C:17]3[CH:18]=[C:19]4[C:20](=[CH:26][CH:27]=3)[C:21](=[O:25])[NH:41][NH:40][C:23]4=[O:22])[C:14]=2[CH3:15])[CH:7]=[CH:6][C:3]=1[C:4]#[N:5]. (4) Given the reactants C(O[C:6]([N:8]1[CH2:13][CH2:12][CH2:11][CH2:10][CH:9]1[C:14]1[N:18]=[C:17]([C:19]2[CH:24]=[C:23]([O:25][CH3:26])[CH:22]=[C:21]([C:27]#[N:28])[CH:20]=2)[O:16][N:15]=1)=O)(C)(C)C.F[C:30](F)(F)[C:31](O)=O, predict the reaction product. The product is: [CH3:26][O:25][C:23]1[CH:22]=[C:21]([CH:20]=[C:19]([C:17]2[O:16][N:15]=[C:14]([CH:9]3[CH2:10][CH2:11][CH2:12][CH2:13][N:8]3[CH2:6][C:31]3[CH:30]=[CH:11][CH:10]=[CH:9][N:8]=3)[N:18]=2)[CH:24]=1)[C:27]#[N:28]. (5) Given the reactants C(N(CC)C(C)C)(C)C.CN(C(ON1N=NC2C=CC=NC1=2)=[N+](C)C)C.F[P-](F)(F)(F)(F)F.[Cl:34][C:35]1[CH:36]=[C:37]([CH:54]=[CH:55][CH:56]=1)[CH2:38][NH:39][C:40]1[N:53]=[C:43]2[C:44]([O:51][CH3:52])=[CH:45][C:46]([C:48]([OH:50])=O)=[CH:47][N:42]2[N:41]=1.[CH2:57]([CH:59]1[NH:64][CH2:63][CH:62]([CH3:65])[NH:61][C:60]1=[O:66])[CH3:58], predict the reaction product. The product is: [Cl:34][C:35]1[CH:36]=[C:37]([CH:54]=[CH:55][CH:56]=1)[CH2:38][NH:39][C:40]1[N:53]=[C:43]2[C:44]([O:51][CH3:52])=[CH:45][C:46]([C:48]([N:64]3[CH2:63][CH:62]([CH3:65])[NH:61][C:60](=[O:66])[CH:59]3[CH2:57][CH3:58])=[O:50])=[CH:47][N:42]2[N:41]=1.